The task is: Regression/Classification. Given an antibody's heavy chain and light chain sequences, predict its developability. TAP uses regression for 5 developability metrics; SAbDab uses binary classification.. This data is from Antibody developability classification from SAbDab with 2,409 antibodies. (1) The antibody is ['QVQLQQSGPEVVRPGVSVRISCKGSGYTFTDYAMHWVKQSHAKSLDWIGVIGTDNGNTNYNQKFKGKATMTVDKSSNTAYMELGRLTSEDSAIYYCARRDRDDVWFAYWGQGTLVTVSA', 'DIVMSQSPSSLAVSVGEKVSMSCKSSQSLFYSSYQKDLLAWYQQKPGQSPKLLIYWASTRESGVPDRFTGSGSGTDFTLTISSVKAEDLAVYFCQQYYTYPLTFGAGTKLELK']. Result: 0 (not developable). (2) The antibody is ['EVQLVQSGAEVKKPGSSVKVSCKASGGTFSNYAINWVRQAPGQGLEWMGGIIPIFATTNYAQKFQGRVTITADESTSTAYMELSSLRSEDTAVYFCARDKHSWSYAFDIWGQGTMVTVSS', 'QSVLTQPPSASGTPGLRVTISCSGSSSNIGSNTVNWYQHLPGTAPKLLIHSNNQRPSGVPDRFSGSKSGTSASLAISGLQSEDEADYYCAAWDDSLNGWVFGGGTKLTVL']. Result: 0 (not developable). (3) The antibody is ['4qy8', 'DIVLTQSPASLAVSLGQRATISCKASQSVDHDGDSYMNWFQQKPGQSPKLLIYAASNLESGIPARFSGSGSGTDFTLNIHPVEEEDAATYYCQQTNEDPYTFGGGTKLEIK']. Result: 0 (not developable). (4) The antibody is ['6ayn', 'DILLTQSPVILSVSPGERVSFSCRASQSIGTNIHWYQQRTNGSPRLLIKYASESISGIPSRFSGSGSGTDFTLSINSVESEDIADYYCQQNNNWPTTFGAGTKLELK']. Result: 0 (not developable).